From a dataset of Catalyst prediction with 721,799 reactions and 888 catalyst types from USPTO. Predict which catalyst facilitates the given reaction. (1) Reactant: [CH3:1][N:2]([C:7]1[N:12]=[C:11]([C:13]2[CH:18]=[CH:17][C:16]([F:19])=[CH:15][CH:14]=2)[C:10](/[CH:20]=[CH:21]/[C@H:22]2[O:27][C:26](=[O:28])[CH2:25][C@H:24]([OH:29])[CH2:23]2)=[C:9]([CH:30]([CH3:32])[CH3:31])[N:8]=1)[S:3]([CH3:6])(=[O:5])=[O:4].[OH-:33].[Ca+2].[OH-]. Product: [CH3:1][N:2]([C:7]1[N:12]=[C:11]([C:13]2[CH:18]=[CH:17][C:16]([F:19])=[CH:15][CH:14]=2)[C:10](/[CH:20]=[CH:21]/[C@@H:22]([OH:27])[CH2:23][C@@H:24]([OH:29])[CH2:25][C:26]([OH:28])=[O:33])=[C:9]([CH:30]([CH3:31])[CH3:32])[N:8]=1)[S:3]([CH3:6])(=[O:5])=[O:4]. The catalyst class is: 6. (2) Reactant: [OH:1][C@H:2]([C:21]1[CH:26]=[CH:25][CH:24]=[CH:23][CH:22]=1)[CH:3]1[CH2:7][CH2:6][CH:5]([CH2:8][C:9]2[CH:14]=[CH:13][C:12]([N+:15]([O-])=O)=[CH:11][CH:10]=2)[N:4]1[C:18]([O-:20])=[O:19]. Product: [NH2:15][C:12]1[CH:13]=[CH:14][C:9]([CH2:8][C@@H:5]2[CH2:6][CH2:7][C@H:3]([C@H:2]([OH:1])[C:21]3[CH:26]=[CH:25][CH:24]=[CH:23][CH:22]=3)[N:4]2[C:18]([O:20][C:9]([CH3:14])([CH3:10])[CH3:8])=[O:19])=[CH:10][CH:11]=1. The catalyst class is: 29. (3) Reactant: C([Si](C)(C)[O:6][C@H:7]1[CH2:12][CH2:11][C@H:10]([N:13]2[C:18]3=[N:19][C:20](Cl)=[N:21][CH:22]=[C:17]3[CH2:16][N:15]([C:24]3[CH:29]=[CH:28][C:27]([O:30][CH3:31])=[CH:26][C:25]=3[F:32])[C:14]2=[O:33])[CH2:9][CH2:8]1)(C)(C)C.[NH2:36][C:37]1[CH:38]=[C:39]([O:45][CH3:46])[C:40]([O:43][CH3:44])=[CH:41][CH:42]=1.O.C1(C)C=CC(S(O)(=O)=O)=CC=1. Product: [F:32][C:25]1[CH:26]=[C:27]([O:30][CH3:31])[CH:28]=[CH:29][C:24]=1[N:15]1[CH2:16][C:17]2[C:18](=[N:19][C:20]([NH:36][C:37]3[CH:42]=[CH:41][C:40]([O:43][CH3:44])=[C:39]([O:45][CH3:46])[CH:38]=3)=[N:21][CH:22]=2)[N:13]([C@H:10]2[CH2:11][CH2:12][C@H:7]([OH:6])[CH2:8][CH2:9]2)[C:14]1=[O:33]. The catalyst class is: 41. (4) Reactant: Br[C:2]1[CH:3]=[CH:4][C:5]2[N:11]3[C:12]([CH3:15])=[N:13][N:14]=[C:10]3[C@H:9]([CH3:16])[CH2:8][N:7]([C:17]3[CH:22]=[CH:21][C:20]([Cl:23])=[CH:19][N:18]=3)[C:6]=2[CH:24]=1.[CH3:25][C:26]1([CH3:42])[C:30]([CH3:32])([CH3:31])[O:29][B:28]([B:28]2[O:29][C:30]([CH3:32])([CH3:31])[C:26]([CH3:42])([CH3:25])[O:27]2)[O:27]1.CC([O-])=O.[K+].N#N. Product: [Cl:23][C:20]1[CH:21]=[CH:22][C:17]([N:7]2[CH2:8][C@@H:9]([CH3:16])[C:10]3=[N:14][N:13]=[C:12]([CH3:15])[N:11]3[C:5]3[CH:4]=[CH:3][C:2]([B:28]4[O:29][C:30]([CH3:32])([CH3:31])[C:26]([CH3:42])([CH3:25])[O:27]4)=[CH:24][C:6]2=3)=[N:18][CH:19]=1. The catalyst class is: 77.